Dataset: Full USPTO retrosynthesis dataset with 1.9M reactions from patents (1976-2016). Task: Predict the reactants needed to synthesize the given product. (1) Given the product [ClH:1].[Cl:1][C:2]1[CH:7]=[C:6]([N+:8]([O-:10])=[O:9])[CH:5]=[CH:4][C:3]=1[NH:13][NH2:14], predict the reactants needed to synthesize it. The reactants are: [Cl:1][C:2]1[CH:7]=[C:6]([N+:8]([O-:10])=[O:9])[CH:5]=[CH:4][C:3]=1F.O.[NH2:13][NH2:14].O. (2) Given the product [Cl:1][C:2]1[N:7]=[C:6]([C:8]2[S:12][C:11]([CH2:13][NH:14][C:15](=[O:22])[C:16]3[CH:17]=[CH:18][CH:19]=[CH:20][CH:21]=3)=[CH:10][CH:9]=2)[CH:5]=[CH:4][N:3]=1, predict the reactants needed to synthesize it. The reactants are: [Cl:1][C:2]1[N:7]=[C:6]([C:8]2[S:12][C:11]([CH2:13][N:14](CC3C=CC(OC)=CC=3)[C:15](=[O:22])[C:16]3[CH:21]=[CH:20][CH:19]=[CH:18][CH:17]=3)=[CH:10][CH:9]=2)[CH:5]=[CH:4][N:3]=1.FC(F)(F)C(O)=O.C1(S)C=CC=CC=1. (3) Given the product [Cl:1][C:2]1[CH:31]=[N:30][C:5]2[N:6]([S:21]([C:24]3[CH:29]=[CH:28][CH:27]=[CH:26][CH:25]=3)(=[O:23])=[O:22])[C:7]3[C:12]([C:4]=2[CH:3]=1)=[CH:11][C:10]([C:13]1[CH:18]=[CH:17][C:16]([OH:19])=[CH:15][CH:14]=1)=[CH:9][CH:8]=3, predict the reactants needed to synthesize it. The reactants are: [Cl:1][C:2]1[CH:31]=[N:30][C:5]2[N:6]([S:21]([C:24]3[CH:29]=[CH:28][CH:27]=[CH:26][CH:25]=3)(=[O:23])=[O:22])[C:7]3[C:12]([C:4]=2[CH:3]=1)=[CH:11][C:10]([C:13]1[CH:18]=[CH:17][C:16]([O:19]C)=[CH:15][CH:14]=1)=[CH:9][CH:8]=3.B(Br)(Br)Br.O. (4) The reactants are: [F:1][C:2]1[CH:7]=[CH:6][C:5]([Mg]Br)=[CH:4][CH:3]=1.[Br:10][C:11]1[C:12]([F:23])=[C:13]([CH:20]=[CH:21][CH:22]=1)[C:14](N(OC)C)=[O:15].Cl. Given the product [Br:10][C:11]1[C:12]([F:23])=[C:13]([C:14]([C:5]2[CH:6]=[CH:7][C:2]([F:1])=[CH:3][CH:4]=2)=[O:15])[CH:20]=[CH:21][CH:22]=1, predict the reactants needed to synthesize it. (5) Given the product [ClH:34].[C:24]1([C:22]2[CH:23]=[C:19]([CH2:18][CH2:17][C:13]3[CH:12]=[C:11]4[C:16](=[CH:15][CH:14]=3)[NH:8][CH2:9][CH2:10]4)[S:20][C:21]=2[C:30]([F:33])([F:32])[F:31])[CH:29]=[CH:28][CH:27]=[CH:26][CH:25]=1, predict the reactants needed to synthesize it. The reactants are: C(OC([N:8]1[C:16]2[C:11](=[CH:12][C:13]([CH2:17][CH2:18][C:19]3[S:20][C:21]([C:30]([F:33])([F:32])[F:31])=[C:22]([C:24]4[CH:29]=[CH:28][CH:27]=[CH:26][CH:25]=4)[CH:23]=3)=[CH:14][CH:15]=2)[CH2:10][CH2:9]1)=O)(C)(C)C.[ClH:34].O1CCOCC1. (6) Given the product [CH3:1][O:2][C:3]1[CH:4]=[C:5]2[C:10](=[CH:11][C:12]=1[O:13][CH3:14])[N:9]=[CH:8][CH:7]=[C:6]2[O:15][C:16]1[CH:22]=[CH:21][C:19]([NH:20][C:29](=[O:35])[O:30][CH2:31][C:43]2[CH:42]=[CH:41][CH:40]=[C:39]([O:38][CH3:37])[CH:44]=2)=[C:18]([CH3:23])[C:17]=1[CH3:24], predict the reactants needed to synthesize it. The reactants are: [CH3:1][O:2][C:3]1[CH:4]=[C:5]2[C:10](=[CH:11][C:12]=1[O:13][CH3:14])[N:9]=[CH:8][CH:7]=[C:6]2[O:15][C:16]1[CH:22]=[CH:21][C:19]([NH2:20])=[C:18]([CH3:23])[C:17]=1[CH3:24].ClC(Cl)(O[C:29](=[O:35])[O:30][C:31](Cl)(Cl)Cl)Cl.[CH3:37][O:38][C:39]1[CH:40]=[C:41](CO)[CH:42]=[CH:43][CH:44]=1.C(=O)(O)[O-].[Na+]. (7) Given the product [O:64]=[C:63]([N:65]1[CH2:66][CH2:67][N:68]([C:71](=[O:82])[C:72]2[CH:77]=[CH:76][CH:75]=[CH:74][C:73]=2[C:78]([F:81])([F:80])[F:79])[CH2:69][CH2:70]1)[CH2:62][NH:61][C:24]([C:21]1[CH:20]=[C:19]([C:14]2[CH:15]=[CH:16][CH:17]=[CH:18][C:13]=2[N+:10]([O-:12])=[O:11])[O:23][N:22]=1)=[O:26], predict the reactants needed to synthesize it. The reactants are: CCN(C(C)C)C(C)C.[N+:10]([C:13]1[CH:18]=[CH:17][CH:16]=[CH:15][C:14]=1[C:19]1[O:23][N:22]=[C:21]([C:24]([OH:26])=O)[CH:20]=1)([O-:12])=[O:11].[N+](C1C=CC=CC=1C(=O)C)([O-])=O.C1C=CC2N(O)N=NC=2C=1.CCN=C=NCCCN(C)C.Cl.[NH2:61][CH2:62][C:63]([N:65]1[CH2:70][CH2:69][N:68]([C:71](=[O:82])[C:72]2[CH:77]=[CH:76][CH:75]=[CH:74][C:73]=2[C:78]([F:81])([F:80])[F:79])[CH2:67][CH2:66]1)=[O:64].Cl.CO. (8) Given the product [F:26][CH:2]([F:1])[O:3][C:4]1[C:5]([OH:22])=[C:6]([C:12]2[CH:13]=[C:14]3[C:18](=[CH:19][CH:20]=2)[C:17](=[O:21])[O:16][CH2:15]3)[CH:7]=[CH:8][C:9]=1[O:10][CH3:11], predict the reactants needed to synthesize it. The reactants are: [F:1][CH:2]([F:26])[O:3][C:4]1[C:5]([O:22]COC)=[C:6]([C:12]2[CH:13]=[C:14]3[C:18](=[CH:19][CH:20]=2)[C:17](=[O:21])[O:16][CH2:15]3)[CH:7]=[CH:8][C:9]=1[O:10][CH3:11].Cl. (9) Given the product [CH:36]1([C:32]2[CH:31]=[C:30]([C:26]3[CH:25]=[C:24]([C:22]4[CH2:21][C:20](=[O:39])[NH:19][C:9]5[CH:10]=[C:11]([C:15]([F:18])([F:17])[F:16])[C:12]([CH3:14])=[CH:13][C:8]=5[N:7]=4)[CH:29]=[CH:28][CH:27]=3)[CH:35]=[CH:34][N:33]=2)[CH2:37][CH2:38]1, predict the reactants needed to synthesize it. The reactants are: C(OC(=O)[NH:7][C:8]1[CH:13]=[C:12]([CH3:14])[C:11]([C:15]([F:18])([F:17])[F:16])=[CH:10][C:9]=1[NH:19][C:20](=[O:39])[CH2:21][C:22]([C:24]1[CH:29]=[CH:28][CH:27]=[C:26]([C:30]2[CH:35]=[CH:34][N:33]=[C:32]([CH:36]3[CH2:38][CH2:37]3)[CH:31]=2)[CH:25]=1)=O)(C)(C)C.C(O)(C(F)(F)F)=O.